This data is from Reaction yield outcomes from USPTO patents with 853,638 reactions. The task is: Predict the reaction yield, written as a fraction of the theoretical maximum amount of product (1.0 means a 100% yield; for example, 0.34 means a 34% yield). (1) The reactants are FC(F)(F)C1C=CC(CBr)=CC=1.Br[CH2:14][CH:15]1[CH2:17][CH2:16]1.[CH3:18][C:19]1[CH:23]=[C:22]([N:24]2[CH2:28][CH2:27][NH:26][C:25]2=[O:29])[S:21][C:20]=1[C:30]([O:32][CH2:33][CH3:34])=[O:31]. No catalyst specified. The product is [CH:17]1([CH2:16][N:26]2[CH2:27][CH2:28][N:24]([C:22]3[S:21][C:20]([C:30]([O:32][CH2:33][CH3:34])=[O:31])=[C:19]([CH3:18])[CH:23]=3)[C:25]2=[O:29])[CH2:15][CH2:14]1. The yield is 0.800. (2) The reactants are Cl[C:2]1[CH:3]=[C:4]([NH:11][C:12]2[CH:17]=[CH:16][CH:15]=[C:14]([N:18]3[CH2:22][CH2:21][CH2:20][CH:19]3[CH3:23])[N:13]=2)[C:5]2[N:6]([CH:8]=[CH:9][N:10]=2)[N:7]=1.[C:24]([C:26]1[CH:27]=[C:28](B(O)O)[CH:29]=[CH:30][CH:31]=1)#[N:25].C([O-])([O-])=O.[Na+].[Na+].CC(C1C=C(C(C)C)C(C2C=CC=CC=2P(C2CCCCC2)C2CCCCC2)=C(C(C)C)C=1)C. The catalyst is O1CCOCC1.O.C1C=CC(/C=C/C(/C=C/C2C=CC=CC=2)=O)=CC=1.C1C=CC(/C=C/C(/C=C/C2C=CC=CC=2)=O)=CC=1.[Pd]. The product is [CH3:23][CH:19]1[CH2:20][CH2:21][CH2:22][N:18]1[C:14]1[N:13]=[C:12]([NH:11][C:4]2[C:5]3[N:6]([CH:8]=[CH:9][N:10]=3)[N:7]=[C:2]([C:30]3[CH:31]=[C:26]([CH:27]=[CH:28][CH:29]=3)[C:24]#[N:25])[CH:3]=2)[CH:17]=[CH:16][CH:15]=1. The yield is 0.520. (3) The reactants are [CH3:1][O:2][N:3]=[C:4]([C:15]1[CH:20]=[CH:19][CH:18]=[CH:17][CH:16]=1)[CH2:5][O:6][C:7]1[CH:12]=[CH:11][C:10]([CH2:13][OH:14])=[CH:9][CH:8]=1.O[C:22]1[CH:27]=[CH:26][C:25]([CH2:28][C:29]#[N:30])=[CH:24][CH:23]=1.C(P(CCCC)CCCC)CCC. The catalyst is C1(C)C=CC=CC=1. The product is [CH3:1][O:2]/[N:3]=[C:4](/[C:15]1[CH:20]=[CH:19][CH:18]=[CH:17][CH:16]=1)\[CH2:5][O:6][C:7]1[CH:12]=[CH:11][C:10]([CH2:13][O:14][C:22]2[CH:27]=[CH:26][C:25]([CH2:28][C:29]#[N:30])=[CH:24][CH:23]=2)=[CH:9][CH:8]=1. The yield is 0.600. (4) The reactants are [I:1][C:2]1[C:3]([O:13][CH3:14])=[CH:4][CH:5]=[C:6]2[C:11]=1[C:10](=[O:12])[NH:9][CH2:8][CH2:7]2.[H-].[Na+].[CH2:17]([O:24][C:25]1[C:30]([CH2:31]Cl)=[C:29]([CH3:33])[CH:28]=[C:27]([CH3:34])[N:26]=1)[C:18]1[CH:23]=[CH:22][CH:21]=[CH:20][CH:19]=1. The catalyst is CN(C=O)C. The product is [CH2:17]([O:24][C:25]1[C:30]([CH2:31][N:9]2[CH2:8][CH2:7][C:6]3[C:11](=[C:2]([I:1])[C:3]([O:13][CH3:14])=[CH:4][CH:5]=3)[C:10]2=[O:12])=[C:29]([CH3:33])[CH:28]=[C:27]([CH3:34])[N:26]=1)[C:18]1[CH:23]=[CH:22][CH:21]=[CH:20][CH:19]=1. The yield is 0.910. (5) The product is [CH2:1]([N:5]1[C:10](=[O:11])[C:9]([CH2:12][N:32]2[CH2:33][CH2:34][N:29]([CH3:28])[CH2:30][CH2:31]2)=[CH:8][C:7]([C:18]2[CH:19]=[CH:20][C:21]([S:24]([CH3:27])(=[O:26])=[O:25])=[CH:22][CH:23]=2)=[N:6]1)[CH:2]([CH3:4])[CH3:3]. The reactants are [CH2:1]([N:5]1[C:10](=[O:11])[C:9]([CH2:12]OS(C)(=O)=O)=[CH:8][C:7]([C:18]2[CH:23]=[CH:22][C:21]([S:24]([CH3:27])(=[O:26])=[O:25])=[CH:20][CH:19]=2)=[N:6]1)[CH:2]([CH3:4])[CH3:3].[CH3:28][N:29]1[CH2:34][CH2:33][NH:32][CH2:31][CH2:30]1. No catalyst specified. The yield is 0.885. (6) The reactants are [NH2:1][C:2]1[N:7]2[N:8]=[C:9]([C:11]3[O:12][CH:13]=[CH:14][CH:15]=3)[N:10]=[C:6]2[CH:5]=[C:4]([C:16]2[CH2:17][CH2:18][NH:19][CH2:20][CH:21]=2)[N:3]=1.[H][H]. The catalyst is C(O)C.[Pd]. The product is [NH2:1][C:2]1[N:7]2[N:8]=[C:9]([C:11]3[O:12][CH:13]=[CH:14][CH:15]=3)[N:10]=[C:6]2[CH:5]=[C:4]([CH:16]2[CH2:17][CH2:18][NH:19][CH2:20][CH2:21]2)[N:3]=1. The yield is 0.830. (7) The reactants are [C:1]([O:5][C@@H:6]([C:10]1[C:38]([CH3:39])=[N:37][C:36]2=[CH:40][C:33]3=[N:34][N:35]2[C:11]=1[N:12]1[CH2:43][CH2:42][C:15]([CH3:44])([O:16][CH2:17][CH:18]=[CH:19][CH2:20][O:21][C:22]2[CH:23]=[CH:24][CH:25]=[CH:26][C:27]=2[C:28]2[CH:41]=[C:32]3[CH:31]=[CH:30][CH:29]=2)[CH2:14][CH2:13]1)[C:7]([OH:9])=[O:8])([CH3:4])([CH3:3])[CH3:2]. The catalyst is CO.[Pd]. The product is [C:1]([O:5][C@@H:6]([C:10]1[C:38]([CH3:39])=[N:37][C:36]2=[CH:40][C:33]3=[N:34][N:35]2[C:11]=1[N:12]1[CH2:13][CH2:14][C:15]([CH3:44])([O:16][CH2:17][CH2:18][CH2:19][CH2:20][O:21][C:22]2[CH:23]=[CH:24][CH:25]=[CH:26][C:27]=2[C:28]2[CH:41]=[C:32]3[CH:31]=[CH:30][CH:29]=2)[CH2:42][CH2:43]1)[C:7]([OH:9])=[O:8])([CH3:4])([CH3:2])[CH3:3]. The yield is 0.930. (8) The reactants are [C:1]([NH:4][C:5]1[CH:6]=[C:7]([C:11]2[CH:16]=[N:15][CH:14]=[C:13](Cl)[N:12]=2)[CH:8]=[CH:9][CH:10]=1)(=[O:3])[CH3:2].[CH3:18][O:19][C:20]1[CH:21]=[C:22]([CH:24]=[CH:25][C:26]=1[O:27][CH3:28])[NH2:23]. No catalyst specified. The product is [CH3:18][O:19][C:20]1[CH:21]=[C:22]([NH:23][C:13]2[CH:14]=[N:15][CH:16]=[C:11]([C:7]3[CH:8]=[CH:9][CH:10]=[C:5]([NH:4][C:1](=[O:3])[CH3:2])[CH:6]=3)[N:12]=2)[CH:24]=[CH:25][C:26]=1[O:27][CH3:28]. The yield is 0.271. (9) The yield is 0.840. The reactants are [OH-:1].[Na+:2].C([OH:5])C.[CH:6]1[N:10]=[CH:9][N:8]([CH2:11][C:12]([P:18]([OH:21])([OH:20])=[O:19])([P:14]([OH:17])([OH:16])=[O:15])[OH:13])[CH:7]=1. The catalyst is O. The product is [CH:6]1[N:10]=[CH:9][N:8]([CH2:11][C:12]([P:14]([O-:17])([OH:16])=[O:15])([P:18]([O-:20])([OH:21])=[O:19])[OH:13])[CH:7]=1.[OH2:5].[OH2:1].[OH2:5].[OH2:5].[Na+:2].[Na+:2]. (10) The reactants are [CH:1]1([CH2:4][O:5][C:6]2[CH:11]=[C:10]([O:12][CH2:13][CH2:14][O:15][CH3:16])[CH:9]=[CH:8][C:7]=2/[CH:17]=[CH:18]/[C:19]([OH:21])=O)[CH2:3][CH2:2]1.C1CCN2C(=NCCC2)CC1.[CH2:33]([S:38]([NH2:41])(=[O:40])=[O:39])[CH2:34][CH2:35][CH2:36][CH3:37].O. The catalyst is O1CCCC1. The product is [CH:1]1([CH2:4][O:5][C:6]2[CH:11]=[C:10]([O:12][CH2:13][CH2:14][O:15][CH3:16])[CH:9]=[CH:8][C:7]=2/[CH:17]=[CH:18]/[C:19]([NH:41][S:38]([CH2:33][CH2:34][CH2:35][CH2:36][CH3:37])(=[O:40])=[O:39])=[O:21])[CH2:2][CH2:3]1. The yield is 0.250.